This data is from Catalyst prediction with 721,799 reactions and 888 catalyst types from USPTO. The task is: Predict which catalyst facilitates the given reaction. (1) Product: [Br:12][C:13]1[CH:19]=[CH:18][C:16]([NH:17][C:10]([NH:9][C:4]2[CH:5]=[CH:6][C:7]([F:8])=[C:2]([F:1])[CH:3]=2)=[O:11])=[CH:15][CH:14]=1. The catalyst class is: 1. Reactant: [F:1][C:2]1[CH:3]=[C:4]([N:9]=[C:10]=[O:11])[CH:5]=[CH:6][C:7]=1[F:8].[Br:12][C:13]1[CH:19]=[CH:18][C:16]([NH2:17])=[CH:15][CH:14]=1. (2) Reactant: [CH:1]1([NH:6][C:7]2[N:12]=[C:11]([C:13]3[C:14]([C:28]4[CH:33]=[CH:32][C:31]([O:34][CH3:35])=[CH:30][CH:29]=4)=[N:15][N:16]4[C:21]([NH:22][CH2:23][CH2:24][CH2:25][CH2:26][NH2:27])=[CH:20][CH:19]=[CH:18][C:17]=34)[CH:10]=[CH:9][N:8]=2)[CH2:5][CH2:4][CH2:3][CH2:2]1.[C:36]1(=[O:42])[O:41][C:39](=[O:40])[CH2:38][CH2:37]1.CCOCC. Product: [CH:1]1([NH:6][C:7]2[N:12]=[C:11]([C:13]3[C:14]([C:28]4[CH:29]=[CH:30][C:31]([O:34][CH3:35])=[CH:32][CH:33]=4)=[N:15][N:16]4[C:21]([NH:22][CH2:23][CH2:24][CH2:25][CH2:26][NH:27][C:36](=[O:42])[CH2:37][CH2:38][C:39]([OH:41])=[O:40])=[CH:20][CH:19]=[CH:18][C:17]=34)[CH:10]=[CH:9][N:8]=2)[CH2:2][CH2:3][CH2:4][CH2:5]1. The catalyst class is: 4.